Binary Classification. Given a drug SMILES string, predict its activity (active/inactive) in a high-throughput screening assay against a specified biological target. From a dataset of Cav3 T-type calcium channel HTS with 100,875 compounds. (1) The compound is s1c(C(=O)N2C3CC(O)(CC2CC3)c2cccnc2)ccc1. The result is 0 (inactive). (2) The drug is Brc1oc(C(OCC(=O)NCc2sccc2)=O)cc1. The result is 0 (inactive). (3) The result is 0 (inactive). The molecule is S=c1n(n2c(n1)cccc2)C(=O)c1occc1.